The task is: Predict the reactants needed to synthesize the given product.. This data is from Full USPTO retrosynthesis dataset with 1.9M reactions from patents (1976-2016). (1) Given the product [F:1]/[C:2](=[CH:15]\[C:16]([F:19])([F:18])[F:17])/[CH2:3][NH2:4], predict the reactants needed to synthesize it. The reactants are: [F:1]/[C:2](=[CH:15]\[C:16]([F:19])([F:18])[F:17])/[CH2:3][N:4]1C(=O)C2C(=CC=CC=2)C1=O.NN.Cl. (2) Given the product [I:11][C:2]1[CH:10]=[CH:9][N:8]=[C:7]2[N:6]([C:13](=[O:15])[CH3:14])[CH:5]=[CH:4][C:3]=12, predict the reactants needed to synthesize it. The reactants are: Cl[C:2]1[CH:10]=[CH:9][N:8]=[C:7]2[C:3]=1[CH:4]=[CH:5][NH:6]2.[I-:11].[Na+].[C:13](Cl)(=[O:15])[CH3:14].